Dataset: Ames mutagenicity test results for genotoxicity prediction. Task: Regression/Classification. Given a drug SMILES string, predict its toxicity properties. Task type varies by dataset: regression for continuous values (e.g., LD50, hERG inhibition percentage) or binary classification for toxic/non-toxic outcomes (e.g., AMES mutagenicity, cardiotoxicity, hepatotoxicity). Dataset: ames. The molecule is CCCCC(CC)COC(=O)c1ccc(C(=O)OCC(CC)CCCC)cc1. The result is 0 (non-mutagenic).